Dataset: Forward reaction prediction with 1.9M reactions from USPTO patents (1976-2016). Task: Predict the product of the given reaction. (1) Given the reactants [F:1][C:2]1[CH:3]=[C:4]([CH:10]2[NH:15][C:14]([O:16][CH3:17])=[N:13][C:12]([CH3:18])=[C:11]2[C:19](=[O:21])[CH3:20])[CH:5]=[C:6]([F:9])[C:7]=1[F:8].N1C=CC=CC=1.Cl[C:29]([O:31][C:32]1[CH:37]=[CH:36][C:35]([N+:38]([O-:40])=[O:39])=[CH:34][CH:33]=1)=[O:30], predict the reaction product. The product is: [F:1][C:2]1[CH:3]=[C:4]([CH:10]2[N:15]([C:29]([O:31][C:32]3[CH:33]=[CH:34][C:35]([N+:38]([O-:40])=[O:39])=[CH:36][CH:37]=3)=[O:30])[C:14]([O:16][CH3:17])=[N:13][C:12]([CH3:18])=[C:11]2[C:19](=[O:21])[CH3:20])[CH:5]=[C:6]([F:9])[C:7]=1[F:8]. (2) Given the reactants [N:1]1[CH:6]=[CH:5][CH:4]=[C:3]([NH:7][C:8](=O)[O:9]C2C=CC=CC=2)[CH:2]=1.FC(F)(F)C(O)=O.[NH:24]1[CH2:29][CH2:28][C:27](=[C:30]([C:32]2[CH:33]=[C:34]([CH:46]=[CH:47][CH:48]=2)[O:35][C:36]2[CH:41]=[CH:40][C:39]([C:42]([F:45])([F:44])[F:43])=[CH:38][N:37]=2)[CH3:31])[CH2:26][CH2:25]1.C(N(CC)CC)C.O, predict the reaction product. The product is: [N:1]1[CH:6]=[CH:5][CH:4]=[C:3]([NH:7][C:8]([N:24]2[CH2:29][CH2:28][C:27](=[C:30]([C:32]3[CH:48]=[CH:47][CH:46]=[C:34]([O:35][C:36]4[CH:41]=[CH:40][C:39]([C:42]([F:45])([F:43])[F:44])=[CH:38][N:37]=4)[CH:33]=3)[CH3:31])[CH2:26][CH2:25]2)=[O:9])[CH:2]=1. (3) Given the reactants [C:1]([Si:5]([CH3:22])([CH3:21])[O:6][CH2:7][CH2:8][O:9][C:10]1[C:15]([N+:16]([O-:18])=[O:17])=[C:14]([NH2:19])[CH:13]=[C:12](Cl)[N:11]=1)([CH3:4])([CH3:3])[CH3:2].[F:23][C:24]([F:35])([F:34])[C:25]1[CH:30]=[CH:29][CH:28]=[CH:27][C:26]=1B(O)O.C([O-])([O-])=O.[Cs+].[Cs+].C(Cl)Cl, predict the reaction product. The product is: [C:1]([Si:5]([CH3:22])([CH3:21])[O:6][CH2:7][CH2:8][O:9][C:10]1[C:15]([N+:16]([O-:18])=[O:17])=[C:14]([NH2:19])[CH:13]=[C:12]([C:26]2[CH:27]=[CH:28][CH:29]=[CH:30][C:25]=2[C:24]([F:35])([F:34])[F:23])[N:11]=1)([CH3:4])([CH3:3])[CH3:2]. (4) Given the reactants Br[C:2]1[C:14]2[C:13]3[C:8](=[CH:9][C:10]([C:15]([OH:18])([CH3:17])[CH3:16])=[CH:11][CH:12]=3)[NH:7][C:6]=2[C:5]([C:19]([NH2:21])=[O:20])=[CH:4][C:3]=1[Cl:22].[CH3:23][O:24][C:25]1[CH:34]=[C:33]2[C:28]([C:29](=[O:53])[N:30]([C:37]3[CH:42]=[CH:41][CH:40]=[C:39](B4OC(C)(C)C(C)(C)O4)[C:38]=3[CH3:52])[C:31](=[O:36])[N:32]2[CH3:35])=[CH:27][CH:26]=1.C([O-])([O-])=O.[Cs+].[Cs+], predict the reaction product. The product is: [Cl:22][C:3]1[CH:4]=[C:5]([C:19]([NH2:21])=[O:20])[C:6]2[NH:7][C:8]3[C:13]([C:14]=2[C:2]=1[C:39]1[CH:40]=[CH:41][CH:42]=[C:37]([N:30]2[C:29](=[O:53])[C:28]4[C:33](=[CH:34][C:25]([O:24][CH3:23])=[CH:26][CH:27]=4)[N:32]([CH3:35])[C:31]2=[O:36])[C:38]=1[CH3:52])=[CH:12][CH:11]=[C:10]([C:15]([OH:18])([CH3:17])[CH3:16])[CH:9]=3.